From a dataset of Catalyst prediction with 721,799 reactions and 888 catalyst types from USPTO. Predict which catalyst facilitates the given reaction. Reactant: [CH3:1][N:2]1[CH2:7][CH2:6][NH:5][CH2:4][CH:3]1[C:8]1[CH:16]=[C:15]2[C:11]([CH:12]=[CH:13][N:14]2[Si](C(C)C)(C(C)C)C(C)C)=[CH:10][CH:9]=1.CCCC[N+](CCCC)(CCCC)CCCC.[F-]. Product: [CH3:1][N:2]1[CH2:7][CH2:6][NH:5][CH2:4][CH:3]1[C:8]1[CH:16]=[C:15]2[C:11]([CH:12]=[CH:13][NH:14]2)=[CH:10][CH:9]=1. The catalyst class is: 266.